Dataset: Full USPTO retrosynthesis dataset with 1.9M reactions from patents (1976-2016). Task: Predict the reactants needed to synthesize the given product. (1) Given the product [F:26][C:18]1[CH:17]=[CH:22][C:21]([N+:23]([O-:25])=[O:24])=[CH:20][C:9]=1[CH2:7][N:3]1[CH2:2][CH2:1][CH2:6][CH2:4]1, predict the reactants needed to synthesize it. The reactants are: [CH3:1][CH2:2][N:3]([CH:7]([CH3:9])C)[CH:4]([CH3:6])C.N1CCCC1.BrC[C:17]1[CH:22]=[C:21]([N+:23]([O-:25])=[O:24])[CH:20]=C[C:18]=1[F:26].CCOC(C)=O. (2) Given the product [Cl:31][Si:32]([Cl:39])([Cl:38])[CH2:33][CH2:34][Si:35]([Cl:37])([Cl:36])[CH2:14][CH2:15][CH2:16][C:6]12[CH2:12][C:2]3([CH3:1])[CH2:3][CH:4]([CH2:10][C:8]([CH3:11])([CH2:9]3)[CH2:7]1)[CH2:5]2, predict the reactants needed to synthesize it. The reactants are: [CH3:1][C:2]12[CH2:12][CH:6]3[CH2:7][C:8]([CH3:11])([CH2:10][C:4](Br)([CH2:5]3)[CH2:3]1)[CH2:9]2.[CH2:14](Br)[CH:15]=[CH2:16].CC1(C)C2CC3CC(CC1(Br)C3)C2.[Cl:31][Si:32]([Cl:39])([Cl:38])[CH2:33][CH2:34][SiH:35]([Cl:37])[Cl:36]. (3) Given the product [C:32]1([CH3:42])[CH:33]=[CH:34][C:35]([S:38]([OH:41])(=[O:39])=[O:40])=[CH:36][CH:37]=1.[CH2:1]([C:5]1[C:10]([CH2:11][NH2:12])=[C:9]([C:13]2[CH:18]=[CH:17][C:16]([CH3:19])=[CH:15][CH:14]=2)[C:8]([S:20]([C:23]2[CH:28]=[CH:27][C:26]([CH3:29])=[CH:25][CH:24]=2)(=[O:21])=[O:22])=[C:7]([CH3:30])[N:6]=1)[CH:2]([CH3:4])[CH3:3], predict the reactants needed to synthesize it. The reactants are: [CH2:1]([C:5]1[C:10]([CH2:11][NH2:12])=[C:9]([C:13]2[CH:18]=[CH:17][C:16]([CH3:19])=[CH:15][CH:14]=2)[C:8]([S:20]([C:23]2[CH:28]=[CH:27][C:26]([CH3:29])=[CH:25][CH:24]=2)(=[O:22])=[O:21])=[C:7]([CH3:30])[N:6]=1)[CH:2]([CH3:4])[CH3:3].O.[C:32]1([CH3:42])[CH:37]=[CH:36][C:35]([S:38]([OH:41])(=[O:40])=[O:39])=[CH:34][CH:33]=1. (4) Given the product [CH3:20][O:11][N:10]=[C:3]1[C:4]2[CH:9]=[CH:8][CH:7]=[CH:6][C:5]=2[O:1][C:2]1=[N:12][OH:13], predict the reactants needed to synthesize it. The reactants are: [O:1]1[C:5]2[CH:6]=[CH:7][CH:8]=[CH:9][C:4]=2[C:3](=[N:10][OH:11])[C:2]1=[N:12][OH:13].[H-].[Na+].S(OC)(O[CH3:20])(=O)=O.O. (5) Given the product [CH2:1]([N:8]1[C@@H:13]2[CH2:14][CH2:15][C@@:9]1([C:17]1[CH:22]=[CH:21][CH:20]=[CH:19][CH:18]=1)[C@H:10]([O:16][CH2:29][C:28]1[CH:31]=[C:32]([O:35][C:36]([F:37])([F:38])[F:39])[CH:33]=[CH:34][C:27]=1[O:26][CH3:25])[CH2:11][CH2:12]2)[C:2]1[CH:3]=[CH:4][CH:5]=[CH:6][CH:7]=1, predict the reactants needed to synthesize it. The reactants are: [CH2:1]([N:8]1[C@@H:13]2[CH2:14][CH2:15][C@@:9]1([C:17]1[CH:22]=[CH:21][CH:20]=[CH:19][CH:18]=1)[C@H:10]([OH:16])[CH2:11][CH2:12]2)[C:2]1[CH:7]=[CH:6][CH:5]=[CH:4][CH:3]=1.[H-].[Na+].[CH3:25][O:26][C:27]1[CH:34]=[CH:33][C:32]([O:35][C:36]([F:39])([F:38])[F:37])=[CH:31][C:28]=1[CH2:29]Br.O. (6) Given the product [CH3:17][C:15]1[N:16]=[C:12]([C:9]2[CH:10]=[CH:11][C:6]([O:5][CH2:4][CH2:3][CH2:2][N:36]3[CH2:37][CH2:38][CH2:39][CH:35]3[CH3:34])=[CH:7][CH:8]=2)[S:13][C:14]=1[C:18]([N:20]1[CH2:25][CH2:24][O:23][CH2:22][CH2:21]1)=[O:19], predict the reactants needed to synthesize it. The reactants are: Cl[CH2:2][CH2:3][CH2:4][O:5][C:6]1[CH:11]=[CH:10][C:9]([C:12]2[S:13][C:14]([C:18]([N:20]3[CH2:25][CH2:24][O:23][CH2:22][CH2:21]3)=[O:19])=[C:15]([CH3:17])[N:16]=2)=[CH:8][CH:7]=1.C(=O)([O-])[O-].[K+].[K+].[I-].[Na+].[CH3:34][CH:35]1[CH2:39][CH2:38][CH2:37][NH:36]1. (7) Given the product [CH3:10][C:8]1[N:9]=[C:5]([NH:4][C:1](=[O:3])[CH3:2])[S:6][C:7]=1[C:18]1[CH:23]=[CH:22][N:21]=[C:20]([C:24]2([CH3:27])[CH2:26][CH2:25]2)[CH:19]=1, predict the reactants needed to synthesize it. The reactants are: [C:1]([NH:4][C:5]1[S:6][CH:7]=[C:8]([CH3:10])[N:9]=1)(=[O:3])[CH3:2].C(=O)([O-])[O-].[Cs+].[Cs+].Br[C:18]1[CH:23]=[CH:22][N:21]=[C:20]([C:24]2([CH3:27])[CH2:26][CH2:25]2)[CH:19]=1. (8) Given the product [Cl:14][C:13]([Cl:16])([Cl:15])[CH2:12][O:6][C:5](=[O:7])[C:4]1[CH:8]=[CH:9][CH:10]=[CH:11][C:3]=1[CH2:2][Br:1], predict the reactants needed to synthesize it. The reactants are: [Br:1][CH2:2][C:3]1[CH:11]=[CH:10][CH:9]=[CH:8][C:4]=1[C:5]([OH:7])=[O:6].[CH2:12](O)[C:13]([Cl:16])([Cl:15])[Cl:14].C(Cl)CCl.Cl. (9) Given the product [C:18]([O:17][C:15]([NH:14][C:7]1[S:8][C:9]([C:10]2([CH3:13])[CH2:12][CH2:11]2)=[C:5]([C:3]([OH:2])=[O:4])[N:6]=1)=[O:16])([CH3:21])([CH3:20])[CH3:19], predict the reactants needed to synthesize it. The reactants are: C[O:2][C:3]([C:5]1[N:6]=[C:7]([NH2:14])[S:8][C:9]=1[C:10]1([CH3:13])[CH2:12][CH2:11]1)=[O:4].[C:15](O[C:15]([O:17][C:18]([CH3:21])([CH3:20])[CH3:19])=[O:16])([O:17][C:18]([CH3:21])([CH3:20])[CH3:19])=[O:16].C[Si](C)(C)[O-].[K+]. (10) Given the product [Cl:1][C:2]1[CH:7]=[C:6]([Cl:8])[CH:5]=[CH:4][C:3]=1[C:12]1[C:13]([O:17][CH3:18])=[CH:14][CH:15]=[CH:16][C:11]=1[F:10], predict the reactants needed to synthesize it. The reactants are: [Cl:1][C:2]1[CH:7]=[C:6]([Cl:8])[CH:5]=[CH:4][C:3]=1Br.[F:10][C:11]1[CH:16]=[CH:15][CH:14]=[C:13]([O:17][CH3:18])[C:12]=1B(O)O.